Dataset: Full USPTO retrosynthesis dataset with 1.9M reactions from patents (1976-2016). Task: Predict the reactants needed to synthesize the given product. (1) Given the product [Cl:1][C:2]1[CH:10]=[C:9]2[C:5]([C:6]([C:12]3[C:13]([CH2:26][CH2:27][CH3:28])=[N:14][C:15]([O:18][C:19]4[CH:24]=[CH:23][C:22]([Cl:25])=[CH:21][CH:20]=4)=[CH:16][CH:17]=3)=[N:7][N:8]2[CH3:11])=[CH:4][C:3]=1[O:29][C@@H:31]([CH3:33])[C:30]([OH:35])=[O:34], predict the reactants needed to synthesize it. The reactants are: [Cl:1][C:2]1[CH:10]=[C:9]2[C:5]([C:6]([C:12]3[C:13]([CH2:26][CH2:27][CH3:28])=[N:14][C:15]([O:18][C:19]4[CH:24]=[CH:23][C:22]([Cl:25])=[CH:21][CH:20]=4)=[CH:16][CH:17]=3)=[N:7][N:8]2[CH3:11])=[CH:4][C:3]=1[OH:29].[C:30]([O:35]C)(=[O:34])[C@@H:31]([CH3:33])O. (2) The reactants are: [NH2:1][CH2:2][CH2:3][CH2:4][OH:5].[F:6][C:7]([F:13])([F:12])[C:8](OC)=[O:9]. Given the product [F:6][C:7]([F:13])([F:12])[C:8]([NH:1][CH2:2][CH2:3][CH2:4][OH:5])=[O:9], predict the reactants needed to synthesize it. (3) Given the product [CH3:20][O:21][C:22](=[O:35])[CH2:23][N:24]1[C:32]2[C:27](=[CH:28][C:29]([F:33])=[CH:30][CH:31]=2)[C:26]([CH2:18][C:11]2[C:10]([S:7]([C:1]3[CH:2]=[CH:3][CH:4]=[CH:5][CH:6]=3)(=[O:8])=[O:9])=[CH:15][N:14]=[C:13]([S:16][CH3:17])[N:12]=2)=[C:25]1[CH3:34], predict the reactants needed to synthesize it. The reactants are: [C:1]1([S:7]([C:10]2[C:11]([CH:18]=O)=[N:12][C:13]([S:16][CH3:17])=[N:14][CH:15]=2)(=[O:9])=[O:8])[CH:6]=[CH:5][CH:4]=[CH:3][CH:2]=1.[CH3:20][O:21][C:22](=[O:35])[CH2:23][N:24]1[C:32]2[C:27](=[CH:28][C:29]([F:33])=[CH:30][CH:31]=2)[CH:26]=[C:25]1[CH3:34]. (4) The reactants are: [C:1]1([C@H:7]([N:9]2[CH:17]3[CH:13]([CH2:14][O:15][CH2:16]3)[O:12][CH2:11][C:10]2=O)[CH3:8])[CH:6]=[CH:5][CH:4]=[CH:3][CH:2]=1.CO. Given the product [C:1]1([C@H:7]([N:9]2[C@H:17]3[C@@H:13]([CH2:14][O:15][CH2:16]3)[O:12][CH2:11][CH2:10]2)[CH3:8])[CH:6]=[CH:5][CH:4]=[CH:3][CH:2]=1, predict the reactants needed to synthesize it.